The task is: Predict the reactants needed to synthesize the given product.. This data is from Full USPTO retrosynthesis dataset with 1.9M reactions from patents (1976-2016). (1) Given the product [CH3:1][N:2]([C:10]([C:12]1[CH:13]=[CH:14][C:15]([NH:18][CH:19]([C:23]2[O:24][C:25]3[CH:32]=[CH:31][C:30]([O:33][CH:34]4[CH2:35][CH2:36][S:37][CH2:38][CH2:39]4)=[CH:29][C:26]=3[C:27]=2[CH3:28])[CH:20]([CH3:22])[CH3:21])=[CH:16][CH:17]=1)=[O:11])[CH2:3][CH2:4][C:5]([OH:7])=[O:6], predict the reactants needed to synthesize it. The reactants are: [CH3:1][N:2]([C:10]([C:12]1[CH:17]=[CH:16][C:15]([NH:18][CH:19]([C:23]2[O:24][C:25]3[CH:32]=[CH:31][C:30]([O:33][CH:34]4[CH2:39][CH2:38][S:37][CH2:36][CH2:35]4)=[CH:29][C:26]=3[C:27]=2[CH3:28])[CH:20]([CH3:22])[CH3:21])=[CH:14][CH:13]=1)=[O:11])[CH2:3][CH2:4][C:5]([O:7]CC)=[O:6].[OH-].[Na+]. (2) The reactants are: [CH3:1][O:2][CH2:3][C@@H:4]1[CH2:8][N:7]([C:9]([O:11][C:12]([CH3:15])([CH3:14])[CH3:13])=[O:10])[C@H:6]([C:16](OCC(C2C=CC3C4C=C5CCC(Br)C(=O)C5=CC=4OCC=3C=2)=O)=O)[CH2:5]1.COC(N[C@H](C(N1[C@@H](C)CC[C@H]1C1[NH:63][C:62]2[C:64]3[C:69]([CH:70]=[CH:71][C:61]=2[N:60]=1)=[CH:68][C:67]1[C:72]2[C:77]([CH2:78][O:79][C:66]=1[CH:65]=3)=[CH:76][C:75]([C:80]1[NH:84]C([C@@H]3C[C@H](COC)CN3C(OC(C)(C)C)=O)=[N:82][CH:81]=1)=[CH:74][CH:73]=2)=O)C(C)C)=O.[C:100]([O:104][C:105]([N:107]1[CH2:111][C@@H:110]([CH2:112][O:113][CH3:114])[CH2:109][C@H:108]1[C:115](O)=O)=[O:106])([CH3:103])([CH3:102])[CH3:101]. Given the product [C:12]([O:11][C:9]([N:7]1[CH2:8][C@@H:4]([CH2:3][O:2][CH3:1])[CH2:5][C@H:6]1[C:16]1[NH:63][C:62]2[C:64]3[C:69]([CH:70]=[CH:71][C:61]=2[N:60]=1)=[CH:68][C:67]1[C:72]2[C:77]([CH2:78][O:79][C:66]=1[CH:65]=3)=[CH:76][C:75]([C:80]1[NH:84][C:115]([C@@H:108]3[CH2:109][C@H:110]([CH2:112][O:113][CH3:114])[CH2:111][N:107]3[C:105]([O:104][C:100]([CH3:101])([CH3:102])[CH3:103])=[O:106])=[N:82][CH:81]=1)=[CH:74][CH:73]=2)=[O:10])([CH3:15])([CH3:14])[CH3:13], predict the reactants needed to synthesize it. (3) Given the product [O:1]([C:8]1[CH:9]=[CH:10][C:11]([NH:14][C:15]2[N:20]=[CH:19][N:18]=[C:17]([NH:21][C:22]3[CH:23]=[C:24]([CH:29]=[CH:30][CH:31]=3)[C:25]([OH:27])=[O:26])[CH:16]=2)=[CH:12][CH:13]=1)[C:2]1[CH:3]=[CH:4][CH:5]=[CH:6][CH:7]=1, predict the reactants needed to synthesize it. The reactants are: [O:1]([C:8]1[CH:13]=[CH:12][C:11]([NH:14][C:15]2[N:20]=[CH:19][N:18]=[C:17]([NH:21][C:22]3[CH:23]=[C:24]([CH:29]=[CH:30][CH:31]=3)[C:25]([O:27]C)=[O:26])[CH:16]=2)=[CH:10][CH:9]=1)[C:2]1[CH:7]=[CH:6][CH:5]=[CH:4][CH:3]=1.[Li+].[OH-]. (4) Given the product [N:21]([CH2:2][C:3]1[CH:8]=[CH:7][C:6]([CH2:9][CH2:10][C:11]2[N:12]=[C:13]([NH:16][C:17](=[O:19])[CH3:18])[S:14][CH:15]=2)=[CH:5][C:4]=1[F:20])=[N+:22]=[N-:23], predict the reactants needed to synthesize it. The reactants are: Cl[CH2:2][C:3]1[CH:8]=[CH:7][C:6]([CH2:9][CH2:10][C:11]2[N:12]=[C:13]([NH:16][C:17](=[O:19])[CH3:18])[S:14][CH:15]=2)=[CH:5][C:4]=1[F:20].[N-:21]=[N+:22]=[N-:23].[Na+].O.C(OCC)(=O)C.